This data is from Peptide-MHC class II binding affinity with 134,281 pairs from IEDB. The task is: Regression. Given a peptide amino acid sequence and an MHC pseudo amino acid sequence, predict their binding affinity value. This is MHC class II binding data. (1) The peptide sequence is WKPDTVYTSKLQFGA. The binding affinity (normalized) is 0.0318. The MHC is DRB1_0101 with pseudo-sequence DRB1_0101. (2) The peptide sequence is DKWLDAKSTWYGKPT. The MHC is HLA-DPA10103-DPB10401 with pseudo-sequence HLA-DPA10103-DPB10401. The binding affinity (normalized) is 0. (3) The binding affinity (normalized) is 0. The peptide sequence is KVDTRAKDPPAGTRK. The MHC is HLA-DQA10201-DQB10301 with pseudo-sequence HLA-DQA10201-DQB10301. (4) The peptide sequence is GVFIHNDVEAWMDRYKYY. The MHC is DRB4_0101 with pseudo-sequence DRB4_0103. The binding affinity (normalized) is 0.126. (5) The peptide sequence is DVDIIVDARLDLSST. The binding affinity (normalized) is 0.242. The MHC is DRB1_0802 with pseudo-sequence DRB1_0802. (6) The peptide sequence is LISWGHYPLHLRYYR. The MHC is HLA-DPA10201-DPB11401 with pseudo-sequence HLA-DPA10201-DPB11401. The binding affinity (normalized) is 0.218. (7) The peptide sequence is QLYSKFLLKAEPLAF. The MHC is DRB1_1501 with pseudo-sequence DRB1_1501. The binding affinity (normalized) is 0.817. (8) The MHC is HLA-DQA10102-DQB10501 with pseudo-sequence HLA-DQA10102-DQB10501. The binding affinity (normalized) is 0.609. The peptide sequence is KKRGNHYAFVGVMYNLW.